Dataset: Forward reaction prediction with 1.9M reactions from USPTO patents (1976-2016). Task: Predict the product of the given reaction. Given the reactants [C:1]([O:4][C@@H:5]1[C@H:19]([O:20][C:21]([O:23][CH2:24][C:25]2[C:37]3[CH2:36][C:35]4[C:30](=[CH:31][CH:32]=[CH:33][CH:34]=4)[C:29]=3[CH:28]=[CH:27][CH:26]=2)=[O:22])[C@@H:18]([O:38][CH2:39][C:40]2[CH:45]=[CH:44][CH:43]=[CH:42][CH:41]=2)[C@H:17]([CH3:46])[O:16][C@H:6]1[O:7]C1C=CC(OC)=CC=1)(=[O:3])[CH3:2].[N+]([O-])([O-])=O.[NH4+].[Ce].[H-].[Na+].[Cl:55][C:56]([Cl:60])([Cl:59])[C:57]#[N:58], predict the reaction product. The product is: [Cl:55][C:56]([Cl:60])([Cl:59])[C:57](=[NH:58])[O:7][C@@H:6]1[O:16][C@@H:17]([CH3:46])[C@H:18]([O:38][CH2:39][C:40]2[CH:45]=[CH:44][CH:43]=[CH:42][CH:41]=2)[C@@H:19]([O:20][C:21]([O:23][CH2:24][C:25]2[C:37]3[CH2:36][C:35]4[C:30](=[CH:31][CH:32]=[CH:33][CH:34]=4)[C:29]=3[CH:28]=[CH:27][CH:26]=2)=[O:22])[C@H:5]1[O:4][C:1](=[O:3])[CH3:2].